This data is from Reaction yield outcomes from USPTO patents with 853,638 reactions. The task is: Predict the reaction yield, written as a fraction of the theoretical maximum amount of product (1.0 means a 100% yield; for example, 0.34 means a 34% yield). (1) The reactants are [Br:1][C:2]1[CH:3]=[CH:4][C:5]([CH:8]=O)=[N:6][CH:7]=1.[C:10]([S@@:14]([NH2:16])=[O:15])([CH3:13])([CH3:12])[CH3:11]. The catalyst is C1COCC1.[Cl-].[Na+].O. The product is [Br:1][C:2]1[CH:3]=[CH:4][C:5](/[CH:8]=[N:16]/[S:14]([C:10]([CH3:13])([CH3:12])[CH3:11])=[O:15])=[N:6][CH:7]=1. The yield is 0.770. (2) The reactants are [Cl:1][C:2]1[CH:7]=[CH:6][C:5]([NH:8][C:9]2[CH:14]=[CH:13][CH:12]=[CH:11][C:10]=2[C:15](O)([CH3:17])[CH3:16])=[CH:4][CH:3]=1.CS(O)(=O)=O. The catalyst is C1(C)C=CC=CC=1. The product is [Cl:1][C:2]1[CH:7]=[CH:6][C:5]2[NH:8][C:9]3[C:10](=[CH:11][CH:12]=[CH:13][CH:14]=3)[C:15]([CH3:17])([CH3:16])[C:4]=2[CH:3]=1. The yield is 0.890. (3) The reactants are [CH3:1][C:2]1[O:3][C:4]([CH3:8])=[C:5]([CH3:7])[N:6]=1.[O:9]=[C:10]1[CH:14]=[CH:13][C:12](=[O:15])[N:11]1[C:16]1[CH:23]=[CH:22][C:19]([C:20]#[N:21])=[C:18]([C:24]([F:27])([F:26])[F:25])[CH:17]=1. The catalyst is C1(C)C=CC=CC=1. The product is [CH3:1][C:2]12[O:3][C:4]([CH3:8])([CH:14]3[C:10](=[O:9])[N:11]([C:16]4[CH:23]=[CH:22][C:19]([C:20]#[N:21])=[C:18]([C:24]([F:25])([F:27])[F:26])[CH:17]=4)[C:12](=[O:15])[CH:13]31)[C:5]([CH3:7])=[N:6]2. The yield is 0.350.